This data is from CYP2D6 inhibition data for predicting drug metabolism from PubChem BioAssay. The task is: Regression/Classification. Given a drug SMILES string, predict its absorption, distribution, metabolism, or excretion properties. Task type varies by dataset: regression for continuous measurements (e.g., permeability, clearance, half-life) or binary classification for categorical outcomes (e.g., BBB penetration, CYP inhibition). Dataset: cyp2d6_veith. (1) The molecule is CO[C@@H]1COC(=O)C/C=C\[C@@H](C)[C@@H]2C=C[C@@H](O)[C@@H](COC(=O)C/C=C\[C@H]1C)O2. The result is 0 (non-inhibitor). (2) The compound is CSc1nc(C)cc(Nc2ccc(O)c(CN3CCOCC3)c2)n1. The result is 0 (non-inhibitor). (3) The drug is CC(=O)NC1C(OCCOc2ccc(Cl)cc2Cl)OC(COC(C)=O)C(OC(C)=O)C1OC(C)=O. The result is 0 (non-inhibitor). (4) The compound is Cc1nc(C(=O)Nc2cccc(Cl)c2Cl)nn1-c1cc(OC(C)C)c(Cl)cc1Cl. The result is 0 (non-inhibitor). (5) The compound is COCCn1c(=O)c(-c2ccc(OC)cc2)nc2cnc(Oc3cccc(Cl)c3)nc21. The result is 0 (non-inhibitor).